Dataset: Forward reaction prediction with 1.9M reactions from USPTO patents (1976-2016). Task: Predict the product of the given reaction. (1) Given the reactants C([O:3][C:4](=[O:28])[CH2:5][N:6]1[C:10]([C:12]2[CH:17]=[C:16]([F:18])[CH:15]=[C:14]([F:19])[CH:13]=2)([CH3:11])[C:9](=[O:20])[N:8]([C:21]2[CH:26]=[CH:25][CH:24]=[CH:23][N:22]=2)[C:7]1=[O:27])C.[OH-].[Na+], predict the reaction product. The product is: [F:18][C:16]1[CH:17]=[C:12]([C:10]2([CH3:11])[N:6]([CH2:5][C:4]([OH:28])=[O:3])[C:7](=[O:27])[N:8]([C:21]3[CH:26]=[CH:25][CH:24]=[CH:23][N:22]=3)[C:9]2=[O:20])[CH:13]=[C:14]([F:19])[CH:15]=1. (2) Given the reactants [CH2:1]([O:8][C:9]1[CH:10]=[C:11]([CH:26]=[CH:27][CH:28]=1)[CH2:12][N:13]1[CH2:18][CH2:17][N:16](C(OC(C)(C)C)=O)[CH2:15][CH2:14]1)[C:2]1[CH:7]=[CH:6][CH:5]=[CH:4][CH:3]=1.[ClH:29].CCOC(C)=O, predict the reaction product. The product is: [ClH:29].[CH2:1]([O:8][C:9]1[CH:10]=[C:11]([CH:26]=[CH:27][CH:28]=1)[CH2:12][N:13]1[CH2:14][CH2:15][NH:16][CH2:17][CH2:18]1)[C:2]1[CH:3]=[CH:4][CH:5]=[CH:6][CH:7]=1.